Dataset: Forward reaction prediction with 1.9M reactions from USPTO patents (1976-2016). Task: Predict the product of the given reaction. (1) Given the reactants [N:1]([CH:4]([C:6]1[N:14]([C:15]2[CH:20]=[CH:19][CH:18]=[CH:17][CH:16]=2)[C:9]2[CH:10]=[N:11][CH:12]=[CH:13][C:8]=2[N:7]=1)[CH3:5])=[N+]=[N-], predict the reaction product. The product is: [C:15]1([N:14]2[C:9]3[CH:10]=[N:11][CH:12]=[CH:13][C:8]=3[N:7]=[C:6]2[CH:4]([NH2:1])[CH3:5])[CH:16]=[CH:17][CH:18]=[CH:19][CH:20]=1. (2) Given the reactants [CH2:1]([N:8]1[C:13](=[O:14])[C:12]2[S:15][CH:16]=[CH:17][C:11]=2[N:10]=[C:9]1[CH:18]([NH:21][CH2:22][CH2:23][N:24]([CH3:26])[CH3:25])[CH2:19][CH3:20])[C:2]1[CH:7]=[CH:6][CH:5]=[CH:4][CH:3]=1.[Br:27][C:28]1[CH:36]=[CH:35][C:31]([C:32](Cl)=[O:33])=[CH:30][CH:29]=1, predict the reaction product. The product is: [CH2:1]([N:8]1[C:13](=[O:14])[C:12]2[S:15][CH:16]=[CH:17][C:11]=2[N:10]=[C:9]1[CH:18]([N:21]([CH2:22][CH2:23][N:24]([CH3:26])[CH3:25])[C:32](=[O:33])[C:31]1[CH:35]=[CH:36][C:28]([Br:27])=[CH:29][CH:30]=1)[CH2:19][CH3:20])[C:2]1[CH:7]=[CH:6][CH:5]=[CH:4][CH:3]=1. (3) Given the reactants N1(CCNC(=O)/C=C/C2C=CC=CC=2F)C2C=CC=CC=2N=C1.[CH3:24][C:25]1[N:26]([CH2:30][CH2:31][N:32]2C(=O)C3C(=CC=CC=3)C2=O)[CH:27]=[CH:28][N:29]=1.O.NN, predict the reaction product. The product is: [CH3:24][C:25]1[N:26]([CH2:30][CH2:31][NH2:32])[CH:27]=[CH:28][N:29]=1. (4) Given the reactants [OH:1][C@H:2]1[C@H:7]([C:8]2[CH:13]=[CH:12][C:11]([O:14][CH2:15][CH2:16][CH2:17][CH2:18][O:19][CH3:20])=[CH:10][CH:9]=2)[C@@H:6]([O:21][CH2:22][C:23]2[CH:24]=[CH:25][C:26]3[O:31][CH2:30][CH2:29][N:28]([CH2:32][CH2:33][CH2:34][O:35][CH3:36])[C:27]=3[CH:37]=2)[CH2:5][N:4](C(OCC2C=CC=CC=2)=O)[CH2:3]1.[CH2:48]([Mg]Br)[CH3:49].[O:52]1[CH2:54][C@H:53]1[CH2:55]OS(C1C=CC(C)=CC=1)(=O)=O, predict the reaction product. The product is: [CH3:20][O:19][CH2:18][CH2:17][CH2:16][CH2:15][O:14][C:11]1[CH:10]=[CH:9][C:8]([C@@H:7]2[C@@H:6]([O:21][CH2:22][C:23]3[CH:24]=[CH:25][C:26]4[O:31][CH2:30][CH2:29][N:28]([CH2:32][CH2:33][CH2:34][O:35][CH3:36])[C:27]=4[CH:37]=3)[CH2:5][NH:4][CH2:3][C@H:2]2[O:1][CH2:54][C@@H:53]([OH:52])[CH2:55][CH2:48][CH3:49])=[CH:13][CH:12]=1. (5) Given the reactants [Li]CCCC.[O:6]1[CH:10]=[CH:9][CH:8]=[CH:7]1.[Si:11]([O:18][C@@H:19]([CH3:22])[CH:20]=[O:21])([C:14]([CH3:17])([CH3:16])[CH3:15])([CH3:13])[CH3:12], predict the reaction product. The product is: [Si:11]([O:18][C@@H:19]([CH3:22])[C@H:20]([C:7]1[O:6][CH:10]=[CH:9][CH:8]=1)[OH:21])([C:14]([CH3:17])([CH3:16])[CH3:15])([CH3:13])[CH3:12].